Dataset: Experimentally validated miRNA-target interactions with 360,000+ pairs, plus equal number of negative samples. Task: Binary Classification. Given a miRNA mature sequence and a target amino acid sequence, predict their likelihood of interaction. The miRNA is hsa-miR-548j-3p with sequence CAAAAACUGCAUUACUUUUGC. The protein sequence of the target gene is MADEIAKAQVARPGGDTIFGKIIRKEIPAKIIFEDDRCLAFHDISPQAPTHFLVIPKKHISQISVAEDDDESLLGHLMIVGKKCAADLGLNKGYRMVVNEGSDGGQSVYHVHLHVLGGRQMHWPPG. Result: 1 (interaction).